Dataset: Full USPTO retrosynthesis dataset with 1.9M reactions from patents (1976-2016). Task: Predict the reactants needed to synthesize the given product. (1) Given the product [N:12]1[CH:13]=[CH:14][CH:15]=[C:10]([C:8]([NH:7][CH2:6][CH2:5][CH2:4][C:3]([OH:16])=[O:2])=[O:9])[CH:11]=1, predict the reactants needed to synthesize it. The reactants are: C[O:2][C:3](=[O:16])[CH2:4][CH2:5][CH2:6][NH:7][C:8]([C:10]1[CH:11]=[N:12][CH:13]=[CH:14][CH:15]=1)=[O:9].[Li+].[OH-].C(Cl)(Cl)Cl. (2) Given the product [CH3:34][S:35][C:36]1[CH:41]=[CH:40][C:39]([O:20][CH:21]2[CH2:22][CH2:23][N:24]([C:27]([O:29][C:30]([CH3:33])([CH3:32])[CH3:31])=[O:28])[CH2:25][CH2:26]2)=[CH:38][CH:37]=1, predict the reactants needed to synthesize it. The reactants are: N(C(OCC)=O)=NC(OCC)=O.C1(C)C=CC=CC=1.[OH:20][CH:21]1[CH2:26][CH2:25][N:24]([C:27]([O:29][C:30]([CH3:33])([CH3:32])[CH3:31])=[O:28])[CH2:23][CH2:22]1.[CH3:34][S:35][C:36]1[CH:41]=[CH:40][C:39](O)=[CH:38][CH:37]=1.C1(P(C2C=CC=CC=2)C2C=CC=CC=2)C=CC=CC=1. (3) Given the product [OH:20][C:21]1[C:30](=[O:31])[C:29]2[C:24](=[CH:25][CH:26]=[C:27]([CH2:1][CH2:2][CH2:3][CH2:4][CH2:5][CH2:6][CH2:7][CH2:8][CH2:9][CH3:10])[CH:28]=2)[O:23][C:22]=1[C:33]1[CH:38]=[C:37]([O:39][CH3:40])[C:36]([O:41][CH2:42][C:43]2[CH:48]=[CH:47][CH:46]=[CH:45][CH:44]=2)=[C:35]([O:49][CH3:50])[CH:34]=1, predict the reactants needed to synthesize it. The reactants are: [CH2:1]=[CH:2][CH2:3][CH2:4][CH2:5][CH2:6][CH2:7][CH2:8][CH2:9][CH3:10].B1C2CCCC1CCC2.[OH:20][C:21]1[C:30](=[O:31])[C:29]2[C:24](=[CH:25][CH:26]=[C:27](I)[CH:28]=2)[O:23][C:22]=1[C:33]1[CH:38]=[C:37]([O:39][CH3:40])[C:36]([O:41][CH2:42][C:43]2[CH:48]=[CH:47][CH:46]=[CH:45][CH:44]=2)=[C:35]([O:49][CH3:50])[CH:34]=1. (4) Given the product [C:4]1([Si:10]([C:27]2[CH:32]=[CH:31][CH:30]=[CH:29][CH:28]=2)([C:21]2[CH:22]=[CH:23][CH:24]=[CH:25][CH:26]=2)[C:11]2([Ti:20]([CH2:33][C:34]3[CH:39]=[CH:38][CH:37]=[CH:36][CH:35]=3)([CH2:33][C:34]3[CH:39]=[CH:38][CH:37]=[CH:36][CH:35]=3)[CH2:33][C:34]3[CH:39]=[CH:38][CH:37]=[CH:36][CH:35]=3)[C:15]([CH3:16])=[C:14]([CH3:17])[C:13]([CH3:18])=[C:12]2[CH3:19])[CH:5]=[CH:6][CH:7]=[CH:8][CH:9]=1, predict the reactants needed to synthesize it. The reactants are: [Cl-].[Cl-].[Cl-].[C:4]1([Si:10]([C:27]2[CH:32]=[CH:31][CH:30]=[CH:29][CH:28]=2)([C:21]2[CH:26]=[CH:25][CH:24]=[CH:23][CH:22]=2)[C:11]2([Ti+3:20])[C:15]([CH3:16])=[C:14]([CH3:17])[C:13]([CH3:18])=[C:12]2[CH3:19])[CH:9]=[CH:8][CH:7]=[CH:6][CH:5]=1.[CH2:33]([Mg]Cl)[C:34]1[CH:39]=[CH:38][CH:37]=[CH:36][CH:35]=1.